From a dataset of Forward reaction prediction with 1.9M reactions from USPTO patents (1976-2016). Predict the product of the given reaction. Given the reactants [Cl:1][C:2]1[CH:3]=[C:4]([NH2:17])[CH:5]=[CH:6][C:7]=1[O:8][CH2:9][C:10]1[CH:15]=[CH:14][CH:13]=[C:12]([F:16])[CH:11]=1.Cl[C:19]1[C:28]2[C:23](=[CH:24][CH:25]=[C:26]([I:29])[CH:27]=2)[N:22]=[CH:21][N:20]=1.CC(O)(C)C, predict the reaction product. The product is: [ClH:1].[Cl:1][C:2]1[CH:3]=[C:4]([NH:17][C:19]2[C:28]3[C:23](=[CH:24][CH:25]=[C:26]([I:29])[CH:27]=3)[N:22]=[CH:21][N:20]=2)[CH:5]=[CH:6][C:7]=1[O:8][CH2:9][C:10]1[CH:15]=[CH:14][CH:13]=[C:12]([F:16])[CH:11]=1.